From a dataset of Forward reaction prediction with 1.9M reactions from USPTO patents (1976-2016). Predict the product of the given reaction. (1) The product is: [Cl:17][C:18]1[C:19]([CH3:28])=[C:20]([S:24]([NH:8][C:5]2[C:4]([O:9][CH2:10][C:11]3[CH:12]=[N:13][CH:14]=[CH:15][CH:16]=3)=[N:3][C:2]([Cl:1])=[CH:7][N:6]=2)(=[O:26])=[O:25])[CH:21]=[CH:22][CH:23]=1. Given the reactants [Cl:1][C:2]1[N:3]=[C:4]([O:9][CH2:10][C:11]2[CH:12]=[N:13][CH:14]=[CH:15][CH:16]=2)[C:5]([NH2:8])=[N:6][CH:7]=1.[Cl:17][C:18]1[C:19]([CH3:28])=[C:20]([S:24](Cl)(=[O:26])=[O:25])[CH:21]=[CH:22][CH:23]=1, predict the reaction product. (2) Given the reactants [S:1]1[C:5]2[CH:6]=[CH:7][CH:8]=[CH:9][C:4]=2[N:3]=[C:2]1[CH:10]([C:12]1[CH:17]=[CH:16][CH:15]=[CH:14][C:13]=1[O:18][CH2:19][O:20][CH3:21])[OH:11], predict the reaction product. The product is: [S:1]1[C:5]2[CH:6]=[CH:7][CH:8]=[CH:9][C:4]=2[N:3]=[C:2]1[C:10]([C:12]1[CH:17]=[CH:16][CH:15]=[CH:14][C:13]=1[O:18][CH2:19][O:20][CH3:21])=[O:11]. (3) The product is: [CH3:11][N:10]([CH3:12])[C:8]([C:5]1[CH:4]=[CH:3][C:2]([B:16]2[O:17][C:18]([CH3:20])([CH3:19])[C:14]([CH3:30])([CH3:13])[O:15]2)=[CH:7][N:6]=1)=[O:9]. Given the reactants Br[C:2]1[CH:3]=[CH:4][C:5]([C:8]([N:10]([CH3:12])[CH3:11])=[O:9])=[N:6][CH:7]=1.[CH3:13][C:14]1([CH3:30])[C:18]([CH3:20])([CH3:19])[O:17][B:16]([B:16]2[O:17][C:18]([CH3:20])([CH3:19])[C:14]([CH3:30])([CH3:13])[O:15]2)[O:15]1.ClCCl.C([O-])(=O)C.[K+], predict the reaction product. (4) Given the reactants C(OC([N:8]1[CH2:17][C:16]2[NH:15][C:14](=[O:18])[C:13]3[CH:19]=[CH:20][CH:21]=[CH:22][C:12]=3[C:11]=2[CH2:10][CH2:9]1)=O)(C)(C)C.Cl.C(OCC)(=O)C, predict the reaction product. The product is: [CH2:10]1[CH2:9][NH:8][CH2:17][C:16]2[NH:15][C:14](=[O:18])[C:13]3[CH:19]=[CH:20][CH:21]=[CH:22][C:12]=3[C:11]1=2. (5) Given the reactants Br[CH2:2][C:3]([C:5]1[N:6]=[C:7]([O:14][C:15]2[CH:20]=[CH:19][C:18]([CH2:21][C:22]([O:24][CH3:25])=[O:23])=[CH:17][CH:16]=2)[C:8]2[CH2:13][CH2:12][CH2:11][C:9]=2[N:10]=1)=O.[NH2:26][C:27]([NH2:29])=[S:28], predict the reaction product. The product is: [NH2:29][C:27]1[S:28][CH:2]=[C:3]([C:5]2[N:6]=[C:7]([O:14][C:15]3[CH:16]=[CH:17][C:18]([CH2:21][C:22]([O:24][CH3:25])=[O:23])=[CH:19][CH:20]=3)[C:8]3[CH2:13][CH2:12][CH2:11][C:9]=3[N:10]=2)[N:26]=1. (6) Given the reactants [F:1][C:2]1[CH:3]=[C:4]([CH2:8][CH:9]([CH:23]([O:37]C(=O)C)[CH2:24][CH:25]([C:32]2[NH:33][CH:34]=[CH:35][N:36]=2)[CH2:26][CH2:27][C:28]([OH:31])([CH3:30])[CH3:29])[NH:10][C:11]([C:13]2[CH:22]=[N:21][C:20]3[C:15](=[CH:16][CH:17]=[CH:18][CH:19]=3)[N:14]=2)=[O:12])[CH:5]=[CH:6][CH:7]=1.C(=O)([O-])[O-].[K+].[K+], predict the reaction product. The product is: [F:1][C:2]1[CH:3]=[C:4]([CH:5]=[CH:6][CH:7]=1)[CH2:8][CH:9]([NH:10][C:11]([C:13]1[CH:22]=[N:21][C:20]2[C:15](=[CH:16][CH:17]=[CH:18][CH:19]=2)[N:14]=1)=[O:12])[CH:23]([OH:37])[CH2:24][CH:25]([C:32]1[NH:33][CH:34]=[CH:35][N:36]=1)[CH2:26][CH2:27][C:28]([OH:31])([CH3:30])[CH3:29].